Dataset: TCR-epitope binding with 47,182 pairs between 192 epitopes and 23,139 TCRs. Task: Binary Classification. Given a T-cell receptor sequence (or CDR3 region) and an epitope sequence, predict whether binding occurs between them. (1) The epitope is KLNVGDYFV. The TCR CDR3 sequence is CASSPPMGRAEGYTF. Result: 0 (the TCR does not bind to the epitope). (2) The epitope is TEKSNIIRGW. The TCR CDR3 sequence is CASSVEDYEQYF. Result: 0 (the TCR does not bind to the epitope). (3) The epitope is GLCTLVAML. The TCR CDR3 sequence is CASSVVGGDEQYF. Result: 1 (the TCR binds to the epitope). (4) The epitope is NLDSKVGGNY. The TCR CDR3 sequence is CASSERGQGARYEQYF. Result: 0 (the TCR does not bind to the epitope). (5) The epitope is GILGFVFTL. The TCR CDR3 sequence is CASSIVSTDTQYF. Result: 1 (the TCR binds to the epitope). (6) The epitope is LLQTGIHVRVSQPSL. The TCR CDR3 sequence is CSVDYGGNTEAFF. Result: 1 (the TCR binds to the epitope). (7) The epitope is TLDSKTQSL. The TCR CDR3 sequence is CASSLNPRQGRDEQYF. Result: 0 (the TCR does not bind to the epitope). (8) The epitope is EIYKRWII. The TCR CDR3 sequence is CASSLGDRLYEQYF. Result: 0 (the TCR does not bind to the epitope). (9) The epitope is FLASKIGRLV. The TCR CDR3 sequence is CASSQGGEQYF. Result: 0 (the TCR does not bind to the epitope).